Dataset: Buchwald-Hartwig C-N cross coupling reaction yields with 55,370 reactions. Task: Predict the reaction yield, written as a fraction of the theoretical maximum amount of product (1.0 means a 100% yield; for example, 0.34 means a 34% yield). (1) The reactants are FC(F)(F)c1ccc(I)cc1.Cc1ccc(N)cc1.O=S(=O)(O[Pd]1c2ccccc2-c2ccccc2N~1)C(F)(F)F.COc1ccc(OC)c(P(C(C)(C)C)C(C)(C)C)c1-c1c(C(C)C)cc(C(C)C)cc1C(C)C.CN1CCCN2CCCN=C12.c1ccc(-c2ccon2)cc1. No catalyst specified. The product is Cc1ccc(Nc2ccc(C(F)(F)F)cc2)cc1. The yield is 0.461. (2) The reactants are Clc1ccccn1.Cc1ccc(N)cc1.O=S(=O)(O[Pd]1c2ccccc2-c2ccccc2N~1)C(F)(F)F.CC(C)c1cc(C(C)C)c(-c2ccccc2P(C(C)(C)C)C(C)(C)C)c(C(C)C)c1.CN(C)C(=NC(C)(C)C)N(C)C.c1ccc(-c2ccno2)cc1. No catalyst specified. The product is Cc1ccc(Nc2ccccn2)cc1. The yield is 0.688.